Task: Predict the reaction yield, written as a fraction of the theoretical maximum amount of product (1.0 means a 100% yield; for example, 0.34 means a 34% yield).. Dataset: Reaction yield outcomes from USPTO patents with 853,638 reactions (1) The reactants are [F:1][C:2]1[CH:7]=[CH:6][C:5]([CH:8]2[C:16]3[O:15][C:14](=O)[NH:13][C:12](=[O:18])[C:11]=3[CH2:10][CH2:9]2)=[CH:4][CH:3]=1.[OH-].[NH4+:20]. No catalyst specified. The product is [F:1][C:2]1[CH:7]=[CH:6][C:5]([CH:8]2[C:16]3[NH:20][C:14](=[O:15])[NH:13][C:12](=[O:18])[C:11]=3[CH2:10][CH2:9]2)=[CH:4][CH:3]=1. The yield is 0.347. (2) The reactants are [Cl:1][C:2]1[N:7]=[C:6]([OH:8])[CH:5]=[CH:4][CH:3]=1.[C:9]1([CH:15]([C:34]2[CH:39]=[CH:38][CH:37]=[CH:36][CH:35]=2)[CH2:16][N:17]([CH2:30][CH2:31][CH2:32]O)[CH2:18][C:19]2[CH:24]=[CH:23][CH:22]=[C:21]([C:25]([F:28])([F:27])[F:26])[C:20]=2[Cl:29])[CH:14]=[CH:13][CH:12]=[CH:11][CH:10]=1.OC1C=C(C=CC=1)CC1N(COCC)N=NN=1.BrCCCO. The catalyst is C(OCC)C. The product is [ClH:1].[Cl:1][C:2]1[N:7]=[C:6]([O:8][CH2:32][CH2:31][CH2:30][N:17]([CH2:18][C:19]2[CH:24]=[CH:23][CH:22]=[C:21]([C:25]([F:26])([F:27])[F:28])[C:20]=2[Cl:29])[CH2:16][CH:15]([C:34]2[CH:39]=[CH:38][CH:37]=[CH:36][CH:35]=2)[C:9]2[CH:10]=[CH:11][CH:12]=[CH:13][CH:14]=2)[CH:5]=[CH:4][CH:3]=1. The yield is 0.320.